Dataset: M1 muscarinic receptor agonist screen with 61,833 compounds. Task: Binary Classification. Given a drug SMILES string, predict its activity (active/inactive) in a high-throughput screening assay against a specified biological target. (1) The drug is Clc1ccc(OCC(O)Cn2c(N3CCCCCC3)nc3n(c(=O)n(c(=O)c23)C)C)cc1. The result is 0 (inactive). (2) The compound is O=c1n(n(c(c1CN1CCN(CC1)c1c(c(ccc1)C)C)C)C)c1ccccc1. The result is 0 (inactive). (3) The compound is O1C(CC(=O)NCCN(CC(C)C)CC(C)C)C(=O)Nc2c1ccc(c2)C. The result is 0 (inactive). (4) The drug is OCCNc1ncnc2n(Cc3ccccc3)cnc12. The result is 0 (inactive). (5) The compound is S(=O)(=O)(N(CC(=O)Nc1ccc(OC)cc1)c1ccc(OCC)cc1)c1c(onc1C)C. The result is 0 (inactive). (6) The molecule is S(CC(=O)Nc1c(N2CCOCC2)cccc1)c1oc(nn1)c1ccc(cc1)C. The result is 0 (inactive). (7) The drug is Brc1cc(CN2CCC(CC2)C(=O)NC2CCCC2)cc(OC)c1O. The result is 0 (inactive).